From a dataset of Full USPTO retrosynthesis dataset with 1.9M reactions from patents (1976-2016). Predict the reactants needed to synthesize the given product. (1) The reactants are: [O:1]1[CH:5]=[CH:4][C:3]([NH2:6])=[N:2]1.[Cl:7][C:8]1[C:13]([CH3:14])=[CH:12][C:11]([C:15]2[C:24]3[C:19](=[CH:20][C:21]([S:25](Cl)(=[O:27])=[O:26])=[CH:22][CH:23]=3)[N:18]=[CH:17][N:16]=2)=[C:10]([O:29][CH3:30])[CH:9]=1.[Li+].C[Si]([N-][Si](C)(C)C)(C)C.Cl.O1CCOCC1. Given the product [Cl:7][C:8]1[C:13]([CH3:14])=[CH:12][C:11]([C:15]2[C:24]3[C:19](=[CH:20][C:21]([S:25]([NH:6][C:3]4[CH:4]=[CH:5][O:1][N:2]=4)(=[O:26])=[O:27])=[CH:22][CH:23]=3)[N:18]=[CH:17][N:16]=2)=[C:10]([O:29][CH3:30])[CH:9]=1, predict the reactants needed to synthesize it. (2) Given the product [CH3:1][O:2][C:3]([C:5]1[N:51]([NH:50][CH2:47][CH2:48][OH:49])[C:7](=[O:23])[C:8]2[C:13]([C:14]=1[C:15]1[CH:16]=[CH:17][C:18]([CH3:21])=[CH:19][CH:20]=1)=[CH:12][C:11]([Cl:22])=[CH:10][CH:9]=2)=[O:4], predict the reactants needed to synthesize it. The reactants are: [CH3:1][O:2][C:3]([C:5]1O[C:7](=[O:23])[C:8]2[C:13]([C:14]=1[C:15]1[CH:20]=[CH:19][C:18]([CH3:21])=[CH:17][CH:16]=1)=[CH:12][C:11]([Cl:22])=[CH:10][CH:9]=2)=[O:4].COC(C1OC(=O)C2C(C=1C1C=CC(C)=CC=1)=CC=C(Cl)C=2)=O.[CH2:47]([NH:50][NH2:51])[CH2:48][OH:49].S(=O)(=O)(O)O. (3) Given the product [Cl:25][C:20]1[CH:21]=[CH:22][CH:23]=[CH:24][C:19]=1[CH:17]([O:16][C:15]([NH:14][C:13]1[C:9]([C:6]2[CH:7]=[CH:8][C:3]([CH2:2][S:27][CH2:28][CH2:29][C:30]([O:32][CH3:33])=[O:31])=[CH:4][CH:5]=2)=[N:10][O:11][CH:12]=1)=[O:26])[CH3:18], predict the reactants needed to synthesize it. The reactants are: Cl[CH2:2][C:3]1[CH:8]=[CH:7][C:6]([C:9]2[C:13]([NH:14][C:15](=[O:26])[O:16][CH:17]([C:19]3[CH:24]=[CH:23][CH:22]=[CH:21][C:20]=3[Cl:25])[CH3:18])=[CH:12][O:11][N:10]=2)=[CH:5][CH:4]=1.[SH:27][CH2:28][CH2:29][C:30]([O:32][CH3:33])=[O:31].C(N(CC)CC)C. (4) Given the product [NH:39]1[CH2:40][CH2:41][CH:36]([C:33]2[CH:32]=[CH:31][C:30]([NH:29][C:21]3[N:20]=[C:19]([CH2:18][CH2:17][C:16]4[CH:49]=[CH:50][CH:51]=[CH:52][C:15]=4[C:11]4([C:8]([NH2:9])=[O:10])[CH2:14][CH2:13][CH2:12]4)[C:24]([C:25]([F:28])([F:27])[F:26])=[CH:23][N:22]=3)=[CH:35][CH:34]=2)[CH2:37][CH2:38]1, predict the reactants needed to synthesize it. The reactants are: C(O)(C(F)(F)F)=O.[C:8]([C:11]1([C:15]2[CH:52]=[CH:51][CH:50]=[CH:49][C:16]=2[CH2:17][CH2:18][C:19]2[C:24]([C:25]([F:28])([F:27])[F:26])=[CH:23][N:22]=[C:21]([NH:29][C:30]3[CH:35]=[CH:34][C:33]([CH:36]4[CH2:41][CH2:40][N:39](C(OC(C)(C)C)=O)[CH2:38][CH2:37]4)=[CH:32][CH:31]=3)[N:20]=2)[CH2:14][CH2:13][CH2:12]1)(=[O:10])[NH2:9]. (5) Given the product [F:25][C:2]1([F:1])[CH2:7][CH2:6][CH:5]([CH2:8][C:9]2[N:13]3[C:14]([CH3:20])=[CH:15][C:16]([C:18]#[N:19])=[CH:17][C:12]3=[N:11][C:10]=2[C:21]([O:24][CH2:29][CH3:30])([CH3:22])[CH3:23])[CH2:4][CH2:3]1, predict the reactants needed to synthesize it. The reactants are: [F:1][C:2]1([F:25])[CH2:7][CH2:6][CH:5]([CH2:8][C:9]2[N:13]3[C:14]([CH3:20])=[CH:15][C:16]([C:18]#[N:19])=[CH:17][C:12]3=[N:11][C:10]=2[C:21]([OH:24])([CH3:23])[CH3:22])[CH2:4][CH2:3]1.[H-].[Na+].I[CH2:29][CH3:30].[Cl-].[NH4+]. (6) Given the product [NH:29]([C:30]([N:11]1[CH2:12][CH2:13][C:14]2[N:15]=[C:7]([C:5]([O:4][CH2:2][CH3:3])=[O:6])[S:8][C:9]=2[CH2:10]1)=[S:31])[C:23]1[CH:28]=[CH:27][CH:26]=[CH:25][CH:24]=1, predict the reactants needed to synthesize it. The reactants are: Cl.[CH2:2]([O:4][C:5]([C:7]1[S:8][C:9]2[CH2:10][NH:11][CH2:12][CH2:13][C:14]=2[N:15]=1)=[O:6])[CH3:3].C(N(CC)CC)C.[C:23]1([N:29]=[C:30]=[S:31])[CH:28]=[CH:27][CH:26]=[CH:25][CH:24]=1. (7) Given the product [CH2:28]([C:30]1[NH:41][C:33]2[N:34]=[C:35]([S:39][CH3:40])[N:36]=[C:37]([O:17][N:8]3[C:12]4[CH:13]=[CH:14][CH:15]=[CH:16][C:11]=4[N:10]=[N:9]3)[C:32]=2[CH:31]=1)[CH3:29], predict the reactants needed to synthesize it. The reactants are: F[P-](F)(F)(F)(F)F.[N:8]1([O:17][P+](N(C)C)(N(C)C)N(C)C)[C:12]2[CH:13]=[CH:14][CH:15]=[CH:16][C:11]=2[N:10]=[N:9]1.[CH2:28]([C:30]1[NH:41][C:33]2[N:34]=[C:35]([S:39][CH3:40])[NH:36][C:37](=O)[C:32]=2[CH:31]=1)[CH3:29].CCN(CC)CC.C1C=CC2N(O)N=NC=2C=1.